Dataset: Reaction yield outcomes from USPTO patents with 853,638 reactions. Task: Predict the reaction yield, written as a fraction of the theoretical maximum amount of product (1.0 means a 100% yield; for example, 0.34 means a 34% yield). (1) The reactants are O1[CH:5]=[CH:4][CH:3]=[CH:2]1.[NH2:6][C:7]1[CH:12]=[C:11]([N+:13]([O-:15])=[O:14])[CH:10]=[CH:9][C:8]=1[OH:16].C(O)(=O)C. No catalyst specified. The product is [N+:13]([C:11]1[CH:10]=[CH:9][C:8]([OH:16])=[C:7]([N:6]2[CH:5]=[CH:4][CH:3]=[CH:2]2)[CH:12]=1)([O-:15])=[O:14]. The yield is 0.680. (2) The reactants are CCN(C(C)C)C(C)C.[CH3:10][N:11]1[CH:15]=[C:14]([C:16]2[CH:24]=[CH:23][C:19]([C:20]([OH:22])=O)=[CH:18][CH:17]=2)[CH:13]=[N:12]1.C1C=CC2N(O)N=NC=2C=1.CCN=C=NCCCN(C)C.FC(F)(F)C(O)=O.[NH2:53][CH2:54][C:55]([N:57]1[CH2:62][CH2:61][N:60]([C:63](=[O:74])[C:64]2[CH:69]=[CH:68][CH:67]=[CH:66][C:65]=2[C:70]([F:73])([F:72])[F:71])[CH2:59][CH2:58]1)=[O:56]. The catalyst is CN(C=O)C.O. The product is [CH3:10][N:11]1[CH:15]=[C:14]([C:16]2[CH:17]=[CH:18][C:19]([C:20]([NH:53][CH2:54][C:55](=[O:56])[N:57]3[CH2:58][CH2:59][N:60]([C:63](=[O:74])[C:64]4[CH:69]=[CH:68][CH:67]=[CH:66][C:65]=4[C:70]([F:71])([F:73])[F:72])[CH2:61][CH2:62]3)=[O:22])=[CH:23][CH:24]=2)[CH:13]=[N:12]1. The yield is 0.505. (3) The reactants are Br[C:2]1[CH:3]=[C:4]([CH:7]=[O:8])[O:5][CH:6]=1.C(NC(C)C)(C)C.[C:16]1([C:22]#[CH:23])[CH:21]=[CH:20][CH:19]=[CH:18][CH:17]=1. The catalyst is O1CCOCC1.C1C=CC(C#N)=CC=1.C1C=CC(C#N)=CC=1.Cl[Pd]Cl.[Cu]I. The product is [C:16]1([C:22]#[C:23][C:2]2[CH:3]=[C:4]([CH:7]=[O:8])[O:5][CH:6]=2)[CH:21]=[CH:20][CH:19]=[CH:18][CH:17]=1. The yield is 0.920. (4) The reactants are Cl.[C:2]1([C:8]([C:19]2[CH:24]=CC=CC=2)=[N:9][NH:10][C:11]2[CH:12]=[C:13]([CH:16]=[CH:17][CH:18]=2)[C:14]#[N:15])[CH:7]=CC=CC=1.O=C(CCC)C#[N:28]. The catalyst is C(O)C. The product is [NH2:28][C:24]1[N:10]([C:11]2[CH:12]=[C:13]([CH:16]=[CH:17][CH:18]=2)[C:14]#[N:15])[N:9]=[C:8]([CH2:2][CH3:7])[CH:19]=1. The yield is 0.560. (5) The reactants are C(OC([NH:11][C:12]1[C:13]([C:29]([NH:31][C:32]2[CH:33]=[N:34][CH:35]=[CH:36][C:37]=2[N:38]2[CH2:43][C@H:42]([CH3:44])[C@H:41]([NH:45][C:46](=[O:49])[O:47][CH3:48])[C@H:40]([NH:50]C(=O)OC(C)(C)C)[CH2:39]2)=[O:30])=[N:14][C:15]2[C:20]([CH:21]=1)=[CH:19][CH:18]=[C:17]([N:22]1[CH2:27][CH2:26][N:25]([CH3:28])[CH2:24][CH2:23]1)[CH:16]=2)=O)C1C=CC=CC=1. The catalyst is CO.[Pd]. The product is [NH2:50][C@H:40]1[C@@H:41]([NH:45][C:46](=[O:49])[O:47][CH3:48])[C@@H:42]([CH3:44])[CH2:43][N:38]([C:37]2[CH:36]=[CH:35][N:34]=[CH:33][C:32]=2[NH:31][C:29]([C:13]2[C:12]([NH2:11])=[CH:21][C:20]3[C:15](=[CH:16][C:17]([N:22]4[CH2:27][CH2:26][N:25]([CH3:28])[CH2:24][CH2:23]4)=[CH:18][CH:19]=3)[N:14]=2)=[O:30])[CH2:39]1. The yield is 0.650. (6) The reactants are [NH4+:1].[Cl-].C[Al](C)C.F[C:8](F)(F)[C:9]1[CH:14]=[CH:13][C:12]([C:15]2([CH2:20][C:21]#[N:22])[CH2:19][CH2:18][CH2:17][CH2:16]2)=[CH:11][CH:10]=1. The catalyst is C1(C)C=CC=CC=1.C(Cl)(Cl)Cl. The product is [C:9]1([CH3:8])[CH:14]=[CH:13][C:12]([C:15]2([CH2:20][C:21]([NH2:22])=[NH:1])[CH2:19][CH2:18][CH2:17][CH2:16]2)=[CH:11][CH:10]=1. The yield is 0.656. (7) The reactants are [CH:1]1([Mg]Br)[CH2:3][CH2:2]1.[CH:6]([N:19]1[CH2:22][C:21](=[O:23])[CH2:20]1)([C:13]1[CH:18]=[CH:17][CH:16]=[CH:15][CH:14]=1)[C:7]1[CH:12]=[CH:11][CH:10]=[CH:9][CH:8]=1.C(=O)(O)[O-].[Na+]. The catalyst is O1CCCC1. The product is [CH:6]([N:19]1[CH2:22][C:21]([CH:1]2[CH2:3][CH2:2]2)([OH:23])[CH2:20]1)([C:13]1[CH:18]=[CH:17][CH:16]=[CH:15][CH:14]=1)[C:7]1[CH:8]=[CH:9][CH:10]=[CH:11][CH:12]=1. The yield is 0.820. (8) The reactants are C(O[C:4]([C:6]1[CH:7]=[C:8]2[C:12](=[CH:13][CH:14]=1)[NH:11][N:10]=[C:9]2[C:15]1[CH:24]=[CH:23][C:22]2[C:17](=[CH:18][CH:19]=[C:20]([O:25][CH3:26])[CH:21]=2)[CH:16]=1)=[NH:5])C.[NH2:27][NH:28][C:29](=O)[CH2:30][N:31]1[CH2:35][CH2:34][CH2:33][CH2:32]1.C[O-].[Na+]. The catalyst is CO. The product is [CH3:26][O:25][C:20]1[CH:19]=[CH:18][C:17]2[C:22](=[CH:23][CH:24]=[C:15]([C:9]3[C:13]4[C:12](=[CH:8][CH:7]=[C:6]([C:4]5[N:5]=[C:29]([CH2:30][N:31]6[CH2:35][CH2:34][CH2:33][CH2:32]6)[NH:28][N:27]=5)[CH:14]=4)[NH:11][N:10]=3)[CH:16]=2)[CH:21]=1. The yield is 0.100. (9) The reactants are [Br:1][C:2]1[CH:10]=[CH:9][C:5]([C:6](O)=[O:7])=[CH:4][C:3]=1[O:11][CH:12]1[CH2:15][O:14][CH2:13]1.[CH3:16][S:17]([NH2:20])(=[O:19])=[O:18].C(Cl)CCl.C([O-])(O)=O.[Na+]. The catalyst is CN(C)C1C=CN=CC=1.C(Cl)Cl. The product is [Br:1][C:2]1[CH:10]=[CH:9][C:5]([C:6]([NH:20][S:17]([CH3:16])(=[O:19])=[O:18])=[O:7])=[CH:4][C:3]=1[O:11][CH:12]1[CH2:15][O:14][CH2:13]1. The yield is 0.742.